Dataset: Forward reaction prediction with 1.9M reactions from USPTO patents (1976-2016). Task: Predict the product of the given reaction. (1) Given the reactants [F:1][C:2]1[C:7]([F:8])=[C:6]([F:9])[C:5]([F:10])=[C:4]([F:11])[C:3]=1[OH:12].[Cl:13][C:14]1[C:23]2[C:18](=[CH:19][C:20]([S:24](Cl)(=[O:26])=[O:25])=[CH:21][CH:22]=2)[CH:17]=[CH:16][N:15]=1.C(N(CC)CC)C, predict the reaction product. The product is: [Cl:13][C:14]1[C:23]2[C:18](=[CH:19][C:20]([S:24]([O:12][C:3]3[C:2]([F:1])=[C:7]([F:8])[C:6]([F:9])=[C:5]([F:10])[C:4]=3[F:11])(=[O:26])=[O:25])=[CH:21][CH:22]=2)[CH:17]=[CH:16][N:15]=1. (2) Given the reactants [Cl:1][C:2]1[C:3]([CH3:38])=[N:4][O:5][C:6]=1[N:7]([CH2:32][O:33][CH2:34][CH2:35][O:36][CH3:37])[S:8]([C:11]1[C:19]2[C:14](=[N:15][CH:16]=[CH:17][CH:18]=2)[S:13][C:12]=1[CH:20](O)[C:21]1[C:26]([O:27][CH3:28])=[CH:25][CH:24]=[CH:23][C:22]=1[O:29][CH3:30])(=[O:10])=[O:9].C([SiH](CC)CC)C.B(F)(F)F.CCOCC, predict the reaction product. The product is: [Cl:1][C:2]1[C:3]([CH3:38])=[N:4][O:5][C:6]=1[N:7]([CH2:32][O:33][CH2:34][CH2:35][O:36][CH3:37])[S:8]([C:11]1[C:19]2[C:14](=[N:15][CH:16]=[CH:17][CH:18]=2)[S:13][C:12]=1[CH2:20][C:21]1[C:26]([O:27][CH3:28])=[CH:25][CH:24]=[CH:23][C:22]=1[O:29][CH3:30])(=[O:9])=[O:10]. (3) Given the reactants CC(C)=O.OS(O)(=O)=O.O=[Cr](=O)=O.[OH:14][C@H:15]1[C@:19]2([CH3:33])[CH2:20][C@H:21]3[C@H:30]([CH2:31][C@H:18]2[CH2:17][CH2:16]1)[C@@H:29]1[C@@H:24]([CH2:25][C:26](=[O:32])[CH2:27][CH2:28]1)[CH2:23][CH2:22]3.CC(O)C, predict the reaction product. The product is: [CH3:33][C@:19]12[C:15](=[O:14])[CH2:16][CH2:17][C@@H:18]1[CH2:31][C@H:30]1[C@@H:21]([CH2:22][CH2:23][C@H:24]3[C@@H:29]1[CH2:28][CH2:27][C:26](=[O:32])[CH2:25]3)[CH2:20]2. (4) Given the reactants [CH3:1][C:2]1[C:6]([CH2:7][N:8]2[CH:12]=[C:11]([N:13]3[C:17](=[O:18])[C:16]([CH3:20])([CH3:19])[NH:15][C:14]3=[O:21])[CH:10]=[N:9]2)=[C:5]([CH3:22])[O:4][N:3]=1.Br[CH:24]([C:26]1[CH:31]=[CH:30][CH:29]=[CH:28][CH:27]=1)[CH3:25], predict the reaction product. The product is: [CH3:1][C:2]1[C:6]([CH2:7][N:8]2[CH:12]=[C:11]([N:13]3[C:17](=[O:18])[C:16]([CH3:19])([CH3:20])[N:15]([CH:24]([C:26]4[CH:31]=[CH:30][CH:29]=[CH:28][CH:27]=4)[CH3:25])[C:14]3=[O:21])[CH:10]=[N:9]2)=[C:5]([CH3:22])[O:4][N:3]=1. (5) Given the reactants [C:1]([O:5][C:6]([N:8]1[CH2:13][CH2:12][C:11]2[N:14]([CH3:31])[C:15]([C:24]3[CH:29]=[CH:28][N:27]=[C:26]([NH2:30])[N:25]=3)=[C:16]([C:17]3[CH:22]=[CH:21][CH:20]=[C:19]([NH2:23])[CH:18]=3)[C:10]=2[C:9]1=[O:32])=[O:7])([CH3:4])([CH3:3])[CH3:2].[N:33]([C:36]1[CH:41]=[CH:40][C:39]([C:42]([F:45])([F:44])[F:43])=[CH:38][CH:37]=1)=[C:34]=[O:35], predict the reaction product. The product is: [C:1]([O:5][C:6]([N:8]1[CH2:13][CH2:12][C:11]2[N:14]([CH3:31])[C:15]([C:24]3[CH:29]=[CH:28][N:27]=[C:26]([NH2:30])[N:25]=3)=[C:16]([C:17]3[CH:22]=[CH:21][CH:20]=[C:19]([NH:23][C:34]([NH:33][C:36]4[CH:37]=[CH:38][C:39]([C:42]([F:43])([F:44])[F:45])=[CH:40][CH:41]=4)=[O:35])[CH:18]=3)[C:10]=2[C:9]1=[O:32])=[O:7])([CH3:4])([CH3:3])[CH3:2]. (6) Given the reactants B(F)(F)F.CCOCC.[CH3:10][O:11][C:12]([C:14]1[N:15]=[C:16]([CH3:33])[S:17][C:18]=1[C:19]1[CH:24]=[CH:23][CH:22]=[C:21]([O:25]CC2C=CC=CC=2)[CH:20]=1)=[O:13].[OH-].[Na+], predict the reaction product. The product is: [CH3:10][O:11][C:12]([C:14]1[N:15]=[C:16]([CH3:33])[S:17][C:18]=1[C:19]1[CH:24]=[CH:23][CH:22]=[C:21]([OH:25])[CH:20]=1)=[O:13]. (7) The product is: [C:1]([O:5][C:6]([NH:8][CH:9]1[CH2:10][CH2:11][C:12]2[CH:19]=[CH:18][CH:17]=[CH:16][C:13]=2[CH:14]2[O:25][CH:15]12)=[O:7])([CH3:4])([CH3:2])[CH3:3]. Given the reactants [C:1]([O:5][C:6]([NH:8][CH:9]1[CH:15]=[CH:14][C:13]2[CH:16]=[CH:17][CH:18]=[CH:19][C:12]=2[CH2:11][CH2:10]1)=[O:7])([CH3:4])([CH3:3])[CH3:2].ClC1C=C(C=CC=1)C(OO)=[O:25].O.O.O.O.O.S([O-])([O-])(=O)=S.[Na+].[Na+].C(=O)([O-])O.[Na+], predict the reaction product.